This data is from Full USPTO retrosynthesis dataset with 1.9M reactions from patents (1976-2016). The task is: Predict the reactants needed to synthesize the given product. (1) The reactants are: FC(F)(F)C(O)=O.C([SiH](C(C)C)C(C)C)(C)C.[CH2:18]([C@@H:25]([C:83](=[O:158])[NH:84][CH2:85][C:86](=[O:157])[N:87]([CH3:156])[C@@H:88]([CH2:152][CH:153]([CH3:155])[CH3:154])[C:89](=[O:151])[N:90]([CH3:150])[C@@H:91]([CH:147]([CH3:149])[CH3:148])[C:92](=[O:146])[NH:93][C@@H:94]([CH2:139][C:140]1[CH:145]=[CH:144][CH:143]=[CH:142][CH:141]=1)[C:95](=[O:138])[NH:96][C@H:97]([C:113](=[O:137])[N:114]([CH3:136])[C@@H:115]([CH2:129][C:130]1[CH:135]=[CH:134][CH:133]=[CH:132][CH:131]=1)[C:116](=[O:128])[NH:117][C@@H:118]([CH3:127])[C:119](=[O:126])[N:120]1[CH2:125][CH2:124][CH2:123][CH2:122][CH2:121]1)[CH2:98][C:99]([O:101][C:102]1[C:107]([CH3:108])=[CH:106][CH:105]=[CH:104][C:103]=1[S:109][S:110][CH2:111][CH3:112])=[O:100])[N:26]([CH3:82])[C:27](=[O:81])[C@H:28]([C@H:59]([O:61]C(C1C=CC=CC=1)(C1C=CC=CC=1)C1C=CC=CC=1)[CH3:60])[NH:29][C:30](=[O:58])[C@H:31]([CH2:54][CH:55]([CH3:57])[CH3:56])[N:32]([CH3:53])[C:33](=[O:52])[C@H:34]([CH:49]([CH3:51])[CH3:50])[NH:35][C:36](=[O:48])[C@H:37]([CH3:47])[N:38](C)[C:39](=O)OC(C)(C)C)[C:19]1[CH:24]=[CH:23][CH:22]=[CH:21][CH:20]=1. Given the product [CH2:18]([C@@H:25]([C:83](=[O:158])[NH:84][CH2:85][C:86](=[O:157])[N:87]([CH3:156])[C@@H:88]([CH2:152][CH:153]([CH3:155])[CH3:154])[C:89](=[O:151])[N:90]([CH3:150])[C@@H:91]([CH:147]([CH3:149])[CH3:148])[C:92](=[O:146])[NH:93][C@@H:94]([CH2:139][C:140]1[CH:145]=[CH:144][CH:143]=[CH:142][CH:141]=1)[C:95](=[O:138])[NH:96][C@H:97]([C:113](=[O:137])[N:114]([CH3:136])[C@@H:115]([CH2:129][C:130]1[CH:131]=[CH:132][CH:133]=[CH:134][CH:135]=1)[C:116](=[O:128])[NH:117][C@@H:118]([CH3:127])[C:119](=[O:126])[N:120]1[CH2:125][CH2:124][CH2:123][CH2:122][CH2:121]1)[CH2:98][C:99]([O:101][C:102]1[C:107]([CH3:108])=[CH:106][CH:105]=[CH:104][C:103]=1[S:109][S:110][CH2:111][CH3:112])=[O:100])[N:26]([CH3:82])[C:27](=[O:81])[C@H:28]([C@H:59]([OH:61])[CH3:60])[NH:29][C:30](=[O:58])[C@H:31]([CH2:54][CH:55]([CH3:57])[CH3:56])[N:32]([CH3:53])[C:33](=[O:52])[C@H:34]([CH:49]([CH3:50])[CH3:51])[NH:35][C:36](=[O:48])[C@H:37]([CH3:47])[NH:38][CH3:39])[C:19]1[CH:20]=[CH:21][CH:22]=[CH:23][CH:24]=1, predict the reactants needed to synthesize it. (2) The reactants are: Cl.[CH3:2][CH:3]([O:5][C:6]1[CH:13]=[CH:12][C:11]([C:14]2[O:18][N:17]=[C:16]([C:19]3[CH:20]=[CH:21][C:22]4[CH2:28][NH:27][CH2:26][CH2:25][CH2:24][C:23]=4[CH:29]=3)[N:15]=2)=[CH:10][C:7]=1[C:8]#[N:9])[CH3:4].C(=O)([O-])[O-].[Cs+].[Cs+].Br[CH2:37][C:38]([O:40][C:41]([CH3:44])([CH3:43])[CH3:42])=[O:39].CCOC(C)=O. Given the product [C:8]([C:7]1[CH:10]=[C:11]([C:14]2[O:18][N:17]=[C:16]([C:19]3[CH:20]=[CH:21][C:22]4[CH2:28][N:27]([CH2:37][C:38]([O:40][C:41]([CH3:44])([CH3:43])[CH3:42])=[O:39])[CH2:26][CH2:25][CH2:24][C:23]=4[CH:29]=3)[N:15]=2)[CH:12]=[CH:13][C:6]=1[O:5][CH:3]([CH3:2])[CH3:4])#[N:9], predict the reactants needed to synthesize it. (3) Given the product [Br:1][C:2]1[CH:3]=[C:4]([CH2:8][CH2:9][OH:10])[CH:5]=[CH:6][CH:7]=1, predict the reactants needed to synthesize it. The reactants are: [Br:1][C:2]1[CH:3]=[C:4]([CH2:8][C:9](O)=[O:10])[CH:5]=[CH:6][CH:7]=1.B.C1COCC1.